This data is from Full USPTO retrosynthesis dataset with 1.9M reactions from patents (1976-2016). The task is: Predict the reactants needed to synthesize the given product. (1) Given the product [F:15][C:16]1[CH:17]=[CH:18][CH:19]=[C:20]2[C:24]=1[CH:23]([NH:25][C:2]1[CH:11]=[CH:10][C:9]3[C:4](=[CH:5][CH:6]=[C:7]([NH2:12])[CH:8]=3)[N:3]=1)[CH2:22][CH2:21]2, predict the reactants needed to synthesize it. The reactants are: Cl[C:2]1[CH:11]=[CH:10][C:9]2[C:4](=[CH:5][CH:6]=[C:7]([N+:12]([O-])=O)[CH:8]=2)[N:3]=1.[F:15][C:16]1[CH:17]=[CH:18][CH:19]=[C:20]2[C:24]=1[CH:23]([NH2:25])[CH2:22][CH2:21]2. (2) The reactants are: Cl[C:2](=[CH2:5])[C:3]#[N:4].C(=O)([O-])[O-].[K+].[K+].[C:12]1([C:14](=[CH:16][CH:17]=[CH:18][CH:19]=1)[OH:15])[OH:13]. Given the product [O:13]1[C:12]2[CH:19]=[CH:18][CH:17]=[CH:16][C:14]=2[O:15][CH2:5][CH:2]1[C:3]#[N:4], predict the reactants needed to synthesize it. (3) Given the product [CH3:19][C:17]([N:20]1[C:24]2[N:25]=[C:26]([O:6][S:3]([C:2]([F:15])([F:14])[F:1])(=[O:5])=[O:4])[CH:27]=[C:28]([C:29]([O:31][CH2:32][CH3:33])=[O:30])[C:23]=2[C:22]([CH3:35])=[N:21]1)([CH3:16])[CH3:18], predict the reactants needed to synthesize it. The reactants are: [F:1][C:2]([F:15])([F:14])[S:3]([O:6]S(C(F)(F)F)(=O)=O)(=[O:5])=[O:4].[CH3:16][C:17]([N:20]1[C:24]2[NH:25][C:26](=O)[CH:27]=[C:28]([C:29]([O:31][CH2:32][CH3:33])=[O:30])[C:23]=2[C:22]([CH3:35])=[N:21]1)([CH3:19])[CH3:18]. (4) Given the product [CH3:1][O:2][CH2:3][CH2:4][NH:6][CH2:7][C@@H:8]([C:9]1[CH:10]=[CH:11][CH:12]=[CH:13][CH:14]=1)[NH:15][C:16]1[CH:17]=[N:18][CH:19]=[C:20]([C:22]2[CH:23]=[C:24]3[C:28](=[CH:29][CH:30]=2)[NH:27][N:26]=[C:25]3[CH3:31])[CH:21]=1, predict the reactants needed to synthesize it. The reactants are: [CH3:1][O:2][CH2:3][C:4]([NH:6][CH2:7][C@H:8]([NH:15][C:16]1[CH:17]=[N:18][CH:19]=[C:20]([C:22]2[CH:23]=[C:24]3[C:28](=[CH:29][CH:30]=2)[NH:27][N:26]=[C:25]3[CH3:31])[CH:21]=1)[C:9]1[CH:14]=[CH:13][CH:12]=[CH:11][CH:10]=1)=O. (5) Given the product [CH:13]([C:14]1[CH:19]=[CH:18][CH:17]=[CH:16][C:15]=1[NH:20][C:21](=[O:27])[O:22][C:23]([CH3:25])([CH3:24])[CH3:26])=[O:12], predict the reactants needed to synthesize it. The reactants are: [Cr](Cl)([O-])(=O)=O.[NH+]1C=CC=CC=1.[OH:12][CH2:13][C:14]1[CH:19]=[CH:18][CH:17]=[CH:16][C:15]=1[NH:20][C:21](=[O:27])[O:22][C:23]([CH3:26])([CH3:25])[CH3:24]. (6) The reactants are: [Cl:1][C:2]1[CH:7]=[CH:6][CH:5]=[CH:4][C:3]=1[N:8]1[C:17](=[O:18])[C:16]2[C:11](=[CH:12][CH:13]=[C:14]([F:19])[CH:15]=2)[N:10]=[C:9]1[CH:20]=O.[NH2:22][C:23]1[N:30]=[CH:29][CH:28]=[CH:27][C:24]=1[C:25]#[N:26].S([O-])([O-])(=O)=O.[Na+].[Na+].C(O[BH-](OC(=O)C)OC(=O)C)(=O)C.[Na+]. Given the product [Cl:1][C:2]1[CH:7]=[CH:6][CH:5]=[CH:4][C:3]=1[N:8]1[C:17](=[O:18])[C:16]2[C:11](=[CH:12][CH:13]=[C:14]([F:19])[CH:15]=2)[N:10]=[C:9]1[CH2:20][NH:22][C:23]1[N:30]=[CH:29][CH:28]=[CH:27][C:24]=1[C:25]#[N:26], predict the reactants needed to synthesize it.